Task: Predict the reactants needed to synthesize the given product.. Dataset: Full USPTO retrosynthesis dataset with 1.9M reactions from patents (1976-2016) (1) Given the product [F:1][C:2]1[CH:19]=[C:18]([NH2:20])[CH:17]=[CH:16][C:3]=1[O:4][C:5]1[C:6]2[S:13][C:12]([S:14][CH3:15])=[CH:11][C:7]=2[N:8]=[CH:9][N:10]=1, predict the reactants needed to synthesize it. The reactants are: [F:1][C:2]1[CH:19]=[C:18]([N+:20]([O-])=O)[CH:17]=[CH:16][C:3]=1[O:4][C:5]1[C:6]2[S:13][C:12]([S:14][CH3:15])=[CH:11][C:7]=2[N:8]=[CH:9][N:10]=1. (2) Given the product [I:1][C:2]1[CH:7]=[CH:6][C:5]2[N:8]([CH2:9][C:10]3[CH:15]=[CH:14][C:13]([O:16][CH2:17][C:18]4[CH:19]=[N:20][C:21]([O:24][CH3:25])=[CH:22][CH:23]=4)=[C:12]([O:26][CH3:27])[CH:11]=3)[C:30]([NH2:29])=[N:28][C:4]=2[CH:3]=1, predict the reactants needed to synthesize it. The reactants are: [I:1][C:2]1[CH:3]=[C:4]([NH2:28])[C:5]([NH:8][CH2:9][C:10]2[CH:15]=[CH:14][C:13]([O:16][CH2:17][C:18]3[CH:19]=[N:20][C:21]([O:24][CH3:25])=[CH:22][CH:23]=3)=[C:12]([O:26][CH3:27])[CH:11]=2)=[CH:6][CH:7]=1.[N:29]#[C:30]Br.[OH-].[Na+]. (3) The reactants are: C(OC([N:8]1[CH:17]([C:18](O)=[O:19])[CH2:16][C:15]2[CH:14]=[C:13]3[O:21][CH2:22][C@H:23]([C:25]4[CH:30]=[CH:29][C:28]([O:31][CH2:32][C:33]5[CH:38]=[CH:37][C:36]([Cl:39])=[C:35]([Cl:40])[CH:34]=5)=[CH:27][CH:26]=4)[O:24][C:12]3=[CH:11][C:10]=2[CH2:9]1)=O)(C)(C)C.[CH3:41][O:42][C:43](=[O:59])[C@@H:44]([NH2:58])[CH2:45][C:46]1[CH:51]=[CH:50][C:49]([C:52]2[CH:57]=[CH:56][CH:55]=[CH:54][CH:53]=2)=[CH:48][CH:47]=1. Given the product [ClH:39].[CH3:41][O:42][C:43](=[O:59])[C@@H:44]([NH:58][C:18]([CH:17]1[CH2:16][C:15]2[CH:14]=[C:13]3[O:21][CH2:22][C@H:23]([C:25]4[CH:26]=[CH:27][C:28]([O:31][CH2:32][C:33]5[CH:38]=[CH:37][C:36]([Cl:39])=[C:35]([Cl:40])[CH:34]=5)=[CH:29][CH:30]=4)[O:24][C:12]3=[CH:11][C:10]=2[CH2:9][NH:8]1)=[O:19])[CH2:45][C:46]1[CH:51]=[CH:50][C:49]([C:52]2[CH:57]=[CH:56][CH:55]=[CH:54][CH:53]=2)=[CH:48][CH:47]=1, predict the reactants needed to synthesize it. (4) Given the product [F:48][C:31]1[CH:32]=[C:33]([N:36]2[CH2:40][C@H:39]([CH2:41][N:42]3[CH:46]=[CH:45][N:44]=[N:43]3)[O:38][C:37]2=[O:47])[CH:34]=[CH:35][C:30]=1[C:27]1[CH:26]=[N:25][C:24]([C:21]2[CH2:20][CH:19]([CH:15]([OH:14])[CH:16]([CH3:18])[CH3:17])[O:23][N:22]=2)=[CH:29][CH:28]=1, predict the reactants needed to synthesize it. The reactants are: C1C2C(=CC=CC=2)C=CC=1CC([O:14][CH:15]([CH:19]1[O:23][N:22]=[C:21]([C:24]2[CH:29]=[CH:28][C:27]([C:30]3[CH:35]=[CH:34][C:33]([N:36]4[CH2:40][C@H:39]([CH2:41][N:42]5[CH:46]=[CH:45][N:44]=[N:43]5)[O:38][C:37]4=[O:47])=[CH:32][C:31]=3[F:48])=[CH:26][N:25]=2)[CH2:20]1)[CH:16]([CH3:18])[CH3:17])=O.C(=O)([O-])[O-].[K+].[K+]. (5) Given the product [CH3:1][NH:2][C:3](=[O:17])[C:4]1[CH:9]=[C:8]([C:10]#[N:11])[C:7]([CH2:12][N:18]=[N+:19]=[N-:20])=[CH:6][C:5]=1[O:14][CH2:15][CH3:16], predict the reactants needed to synthesize it. The reactants are: [CH3:1][NH:2][C:3](=[O:17])[C:4]1[CH:9]=[C:8]([C:10]#[N:11])[C:7]([CH2:12]Br)=[CH:6][C:5]=1[O:14][CH2:15][CH3:16].[N-:18]=[N+:19]=[N-:20].[Na+].